Dataset: Catalyst prediction with 721,799 reactions and 888 catalyst types from USPTO. Task: Predict which catalyst facilitates the given reaction. (1) Reactant: [Cl:1][C:2]1[CH:7]=[CH:6][CH:5]=[C:4]([F:8])[C:3]=1[C:9]1[NH:26][C:12]2=[N:13][CH:14]=[C:15](B3OC(C)(C)C(C)(C)O3)[CH:16]=[C:11]2[CH:10]=1.[CH2:27]([N:29]1[C:33](OS(C(F)(F)F)(=O)=O)=[CH:32][C:31]([C:42]2[CH:47]=[N:46][CH:45]=[CH:44][N:43]=2)=[N:30]1)[CH3:28].C(=O)([O-])[O-].[K+].[K+]. Product: [Cl:1][C:2]1[CH:7]=[CH:6][CH:5]=[C:4]([F:8])[C:3]=1[C:9]1[NH:26][C:12]2=[N:13][CH:14]=[C:15]([C:33]3[N:29]([CH2:27][CH3:28])[N:30]=[C:31]([C:42]4[CH:47]=[N:46][CH:45]=[CH:44][N:43]=4)[CH:32]=3)[CH:16]=[C:11]2[CH:10]=1. The catalyst class is: 117. (2) Reactant: [CH3:1][C:2]1[CH:3]=[C:4]([C:9]2[NH:10][C:11]3[C:16]([CH:17]=2)=[CH:15][C:14]([C:18]([CH3:23])([CH3:22])[C:19](O)=[O:20])=[CH:13][CH:12]=3)[CH:5]=[C:6]([CH3:8])[CH:7]=1.[CH:24]1([NH2:27])[CH2:26][CH2:25]1. Product: [CH3:8][C:6]1[CH:5]=[C:4]([C:9]2[NH:10][C:11]3[C:16]([CH:17]=2)=[CH:15][C:14]([C:18]([CH3:22])([CH3:23])[C:19]([NH:27][CH:24]2[CH2:26][CH2:25]2)=[O:20])=[CH:13][CH:12]=3)[CH:3]=[C:2]([CH3:1])[CH:7]=1. The catalyst class is: 291. (3) Reactant: [C:1]([O:5][C:6]([N:8]1[CH2:12][CH2:11][C@@H:10]([OH:13])[CH2:9]1)=[O:7])([CH3:4])([CH3:3])[CH3:2].[H-].[Na+].[Cl:16][C:17]1[CH:24]=[CH:23][C:20]([CH2:21]Br)=[CH:19][CH:18]=1. Product: [C:1]([O:5][C:6]([N:8]1[CH2:12][CH2:11][C@@H:10]([O:13][CH2:21][C:20]2[CH:23]=[CH:24][C:17]([Cl:16])=[CH:18][CH:19]=2)[CH2:9]1)=[O:7])([CH3:4])([CH3:2])[CH3:3]. The catalyst class is: 1. (4) Reactant: [C:1]1([C:7]([OH:23])([C:15]([C:17]2[CH:22]=[CH:21][CH:20]=[CH:19][CH:18]=2)=[O:16])[CH2:8][O:9][C:10](=[O:14])[CH2:11][CH2:12]Cl)[CH:6]=[CH:5][CH:4]=[CH:3][CH:2]=1.C([O-])([O-])=O.[K+].[K+]. Product: [C:10]([O:9][CH2:8][C:7]([C:1]1[CH:6]=[CH:5][CH:4]=[CH:3][CH:2]=1)([OH:23])[C:15]([C:17]1[CH:18]=[CH:19][CH:20]=[CH:21][CH:22]=1)=[O:16])(=[O:14])[CH:11]=[CH2:12]. The catalyst class is: 21. (5) Reactant: [C:1]1(=[O:8])[CH2:6][CH2:5][CH2:4][C:3](=[O:7])[CH2:2]1.C(=O)([O-])[O-].[Na+].[Na+].[F:15][C:16]([F:29])([F:28])[S:17](O[S:17]([C:16]([F:29])([F:28])[F:15])(=[O:19])=[O:18])(=[O:19])=[O:18]. Product: [F:15][C:16]([F:29])([F:28])[S:17]([O:7][C:3]1[CH2:4][CH2:5][CH2:6][C:1](=[O:8])[CH:2]=1)(=[O:19])=[O:18]. The catalyst class is: 2. (6) Product: [CH2:1]([O:8][CH2:9][CH2:10][C:11]1([CH2:17][CH2:18][CH:19]([CH2:20][OH:21])[CH2:24][OH:25])[CH2:12][CH2:13][CH2:14][CH2:15][CH2:16]1)[C:2]1[CH:7]=[CH:6][CH:5]=[CH:4][CH:3]=1. Reactant: [CH2:1]([O:8][CH2:9][CH2:10][C:11]1([CH2:17][CH2:18][CH:19]([C:24](OC)=[O:25])[C:20](OC)=[O:21])[CH2:16][CH2:15][CH2:14][CH2:13][CH2:12]1)[C:2]1[CH:7]=[CH:6][CH:5]=[CH:4][CH:3]=1.[H-].[Al+3].[Li+].[H-].[H-].[H-].O.[OH-].[Na+]. The catalyst class is: 27. (7) Reactant: C(OC([N:8]([NH:16][C:17]1[S:18][C:19]([C:28](=[O:39])[N:29]([C:31]2[CH:36]=[CH:35][C:34]([CH3:37])=[C:33]([Cl:38])[CH:32]=2)[CH3:30])=[C:20]([C:22]2[CH:27]=[CH:26][CH:25]=[CH:24][CH:23]=2)[N:21]=1)C(=O)OC(C)(C)C)=O)(C)(C)C.[OH-].[Na+]. Product: [Cl:38][C:33]1[CH:32]=[C:31]([N:29]([CH3:30])[C:28]([C:19]2[S:18][C:17]([NH:16][NH2:8])=[N:21][C:20]=2[C:22]2[CH:27]=[CH:26][CH:25]=[CH:24][CH:23]=2)=[O:39])[CH:36]=[CH:35][C:34]=1[CH3:37]. The catalyst class is: 33.